From a dataset of Reaction yield outcomes from USPTO patents with 853,638 reactions. Predict the reaction yield, written as a fraction of the theoretical maximum amount of product (1.0 means a 100% yield; for example, 0.34 means a 34% yield). The reactants are C(OC([NH:8][C@@H:9]([CH3:21])[CH:10]([C:12]1[O:13][C:14]2[CH:20]=[CH:19][CH:18]=[CH:17][C:15]=2[N:16]=1)[OH:11])=O)(C)(C)C.[CH3:22][Si](C)(C)[Cl:24].C(OC(C)C)(C)C. The catalyst is C(O)(C)C. The product is [ClH:24].[NH2:8][C@@H:9]([CH2:21][CH3:22])[CH:10]([C:12]1[O:13][C:14]2[CH:20]=[CH:19][CH:18]=[CH:17][C:15]=2[N:16]=1)[OH:11]. The yield is 0.790.